Dataset: NCI-60 drug combinations with 297,098 pairs across 59 cell lines. Task: Regression. Given two drug SMILES strings and cell line genomic features, predict the synergy score measuring deviation from expected non-interaction effect. (1) Drug 1: CC1=C(C=C(C=C1)C(=O)NC2=CC(=CC(=C2)C(F)(F)F)N3C=C(N=C3)C)NC4=NC=CC(=N4)C5=CN=CC=C5. Drug 2: C1CN(CCN1C(=O)CCBr)C(=O)CCBr. Cell line: IGROV1. Synergy scores: CSS=15.8, Synergy_ZIP=-3.66, Synergy_Bliss=-1.98, Synergy_Loewe=-0.0821, Synergy_HSA=0.410. (2) Drug 1: C1CC(C1)(C(=O)O)C(=O)O.[NH2-].[NH2-].[Pt+2]. Drug 2: CC1C(C(CC(O1)OC2CC(OC(C2O)C)OC3=CC4=CC5=C(C(=O)C(C(C5)C(C(=O)C(C(C)O)O)OC)OC6CC(C(C(O6)C)O)OC7CC(C(C(O7)C)O)OC8CC(C(C(O8)C)O)(C)O)C(=C4C(=C3C)O)O)O)O. Cell line: NCI/ADR-RES. Synergy scores: CSS=-1.85, Synergy_ZIP=-2.87, Synergy_Bliss=-6.85, Synergy_Loewe=-9.12, Synergy_HSA=-6.71. (3) Drug 1: C1=CC(=CC=C1CCCC(=O)O)N(CCCl)CCCl. Drug 2: CC1CCC2CC(C(=CC=CC=CC(CC(C(=O)C(C(C(=CC(C(=O)CC(OC(=O)C3CCCCN3C(=O)C(=O)C1(O2)O)C(C)CC4CCC(C(C4)OC)O)C)C)O)OC)C)C)C)OC. Cell line: NCI-H322M. Synergy scores: CSS=11.2, Synergy_ZIP=-1.34, Synergy_Bliss=-3.10, Synergy_Loewe=-63.3, Synergy_HSA=-5.27. (4) Drug 1: C1=CC(=CC=C1CCC2=CNC3=C2C(=O)NC(=N3)N)C(=O)NC(CCC(=O)O)C(=O)O. Drug 2: C1=CN(C=N1)CC(O)(P(=O)(O)O)P(=O)(O)O. Cell line: MOLT-4. Synergy scores: CSS=71.9, Synergy_ZIP=2.63, Synergy_Bliss=2.83, Synergy_Loewe=-11.8, Synergy_HSA=2.78. (5) Drug 1: C1=CC(=CC=C1CCCC(=O)O)N(CCCl)CCCl. Drug 2: CC1=C(C=C(C=C1)NC(=O)C2=CC=C(C=C2)CN3CCN(CC3)C)NC4=NC=CC(=N4)C5=CN=CC=C5. Cell line: CAKI-1. Synergy scores: CSS=33.1, Synergy_ZIP=4.47, Synergy_Bliss=3.51, Synergy_Loewe=0.233, Synergy_HSA=-1.33. (6) Drug 1: CC1C(C(CC(O1)OC2CC(CC3=C2C(=C4C(=C3O)C(=O)C5=C(C4=O)C(=CC=C5)OC)O)(C(=O)C)O)N)O.Cl. Drug 2: CCN(CC)CCCC(C)NC1=C2C=C(C=CC2=NC3=C1C=CC(=C3)Cl)OC. Cell line: HCT116. Synergy scores: CSS=57.6, Synergy_ZIP=3.57, Synergy_Bliss=3.95, Synergy_Loewe=0.774, Synergy_HSA=6.96. (7) Drug 1: CC1=C2C(C(=O)C3(C(CC4C(C3C(C(C2(C)C)(CC1OC(=O)C(C(C5=CC=CC=C5)NC(=O)C6=CC=CC=C6)O)O)OC(=O)C7=CC=CC=C7)(CO4)OC(=O)C)O)C)OC(=O)C. Drug 2: CC1C(C(CC(O1)OC2CC(CC3=C2C(=C4C(=C3O)C(=O)C5=C(C4=O)C(=CC=C5)OC)O)(C(=O)CO)O)N)O.Cl. Cell line: MCF7. Synergy scores: CSS=34.1, Synergy_ZIP=-8.20, Synergy_Bliss=-4.60, Synergy_Loewe=0.194, Synergy_HSA=1.04.